Dataset: NCI-60 drug combinations with 297,098 pairs across 59 cell lines. Task: Regression. Given two drug SMILES strings and cell line genomic features, predict the synergy score measuring deviation from expected non-interaction effect. (1) Drug 1: CNC(=O)C1=CC=CC=C1SC2=CC3=C(C=C2)C(=NN3)C=CC4=CC=CC=N4. Drug 2: C1C(C(OC1N2C=NC3=C(N=C(N=C32)Cl)N)CO)O. Cell line: OVCAR-5. Synergy scores: CSS=4.65, Synergy_ZIP=-1.61, Synergy_Bliss=1.50, Synergy_Loewe=-5.92, Synergy_HSA=-0.0152. (2) Drug 1: CCCCC(=O)OCC(=O)C1(CC(C2=C(C1)C(=C3C(=C2O)C(=O)C4=C(C3=O)C=CC=C4OC)O)OC5CC(C(C(O5)C)O)NC(=O)C(F)(F)F)O. Drug 2: CC1C(C(CC(O1)OC2CC(CC3=C2C(=C4C(=C3O)C(=O)C5=C(C4=O)C(=CC=C5)OC)O)(C(=O)CO)O)N)O.Cl. Cell line: UACC-257. Synergy scores: CSS=48.0, Synergy_ZIP=3.00, Synergy_Bliss=4.89, Synergy_Loewe=0.241, Synergy_HSA=4.44. (3) Drug 1: CN(C)N=NC1=C(NC=N1)C(=O)N. Synergy scores: CSS=-0.316, Synergy_ZIP=-1.50, Synergy_Bliss=-2.05, Synergy_Loewe=-17.8, Synergy_HSA=-7.42. Cell line: MALME-3M. Drug 2: CCC1(CC2CC(C3=C(CCN(C2)C1)C4=CC=CC=C4N3)(C5=C(C=C6C(=C5)C78CCN9C7C(C=CC9)(C(C(C8N6C=O)(C(=O)OC)O)OC(=O)C)CC)OC)C(=O)OC)O.OS(=O)(=O)O. (4) Cell line: U251. Drug 1: C1CCC(CC1)NC(=O)N(CCCl)N=O. Synergy scores: CSS=25.4, Synergy_ZIP=-8.95, Synergy_Bliss=-0.820, Synergy_Loewe=-0.959, Synergy_HSA=0.146. Drug 2: CC1=C(C(=CC=C1)Cl)NC(=O)C2=CN=C(S2)NC3=CC(=NC(=N3)C)N4CCN(CC4)CCO. (5) Drug 1: C(=O)(N)NO. Drug 2: C1C(C(OC1N2C=NC(=NC2=O)N)CO)O. Cell line: MALME-3M. Synergy scores: CSS=3.34, Synergy_ZIP=-0.526, Synergy_Bliss=3.12, Synergy_Loewe=-0.0270, Synergy_HSA=2.10. (6) Drug 1: CC1=C(C(CCC1)(C)C)C=CC(=CC=CC(=CC(=O)O)C)C. Drug 2: C1C(C(OC1N2C=NC(=NC2=O)N)CO)O. Cell line: NCI-H322M. Synergy scores: CSS=0.569, Synergy_ZIP=-0.880, Synergy_Bliss=-0.905, Synergy_Loewe=-0.0633, Synergy_HSA=-0.676. (7) Drug 1: C1=CC=C(C(=C1)C(C2=CC=C(C=C2)Cl)C(Cl)Cl)Cl. Drug 2: CC(C)(C#N)C1=CC(=CC(=C1)CN2C=NC=N2)C(C)(C)C#N. Cell line: U251. Synergy scores: CSS=-2.06, Synergy_ZIP=2.07, Synergy_Bliss=4.26, Synergy_Loewe=-0.128, Synergy_HSA=0.371.